Predict the product of the given reaction. From a dataset of Forward reaction prediction with 1.9M reactions from USPTO patents (1976-2016). (1) Given the reactants C[Al].[CH2:3]([NH2:6])[CH2:4][NH2:5].[CH2:7]([NH:11][C:12]1[CH:13]=[CH:14][C:15]2[N:16]([C:18]([C:21]3[CH:30]=[CH:29][C:24]([C:25]([O:27]C)=[O:26])=[CH:23][CH:22]=3)=[CH:19][N:20]=2)[N:17]=1)[CH2:8][CH2:9][CH3:10].O, predict the reaction product. The product is: [C:25]([OH:27])(=[O:26])[CH3:24].[CH2:7]([NH:11][C:12]1[CH:13]=[CH:14][C:15]2[N:16]([C:18]([C:21]3[CH:30]=[CH:29][C:24]([C:25]4[NH:5][CH2:4][CH2:3][N:6]=4)=[CH:23][CH:22]=3)=[CH:19][N:20]=2)[N:17]=1)[CH2:8][CH2:9][CH3:10]. (2) Given the reactants [CH3:1][N:2]1[CH2:7][C:6](=[O:8])[NH:5][C:4]2[CH:9]=[C:10]([C:13](OC)=[O:14])[CH:11]=[N:12][C:3]1=2.[H-].[Na+].[H-].[Al+3].[Li+].[H-].[H-].[H-].CO, predict the reaction product. The product is: [OH:14][CH2:13][C:10]1[CH:11]=[N:12][C:3]2[N:2]([CH3:1])[CH2:7][C:6](=[O:8])[NH:5][C:4]=2[CH:9]=1. (3) The product is: [Cl:10][C:9]1[CH:8]=[CH:7][C:6]([C:11]2[C:12]([C:17]([O:19][CH3:20])=[O:18])=[N:13][CH:14]=[CH:15][CH:16]=2)=[CH:5][C:4]=1[C:1]([NH:35][CH2:34][CH:27]1[CH2:33][CH2:32][CH2:31][CH2:30][CH2:29][CH2:28]1)=[O:3]. Given the reactants [C:1]([C:4]1[CH:5]=[C:6]([C:11]2[C:12]([C:17]([O:19][CH3:20])=[O:18])=[N:13][CH:14]=[CH:15][CH:16]=2)[CH:7]=[CH:8][C:9]=1[Cl:10])([OH:3])=O.C(Cl)(=O)C(Cl)=O.[CH:27]1([CH2:34][NH2:35])[CH2:33][CH2:32][CH2:31][CH2:30][CH2:29][CH2:28]1.C(N(CC)CC)C, predict the reaction product. (4) Given the reactants [C:1]([C:3]1[NH:4][CH:5]=[CH:6][CH:7]=1)#[N:2].[N-:8]=[N+:9]=[N-:10].[Na+].[Cl-].[NH4+].O, predict the reaction product. The product is: [NH:4]1[CH:5]=[CH:6][CH:7]=[C:3]1[C:1]1[N:8]=[N:9][NH:10][N:2]=1. (5) Given the reactants O[CH2:2][CH2:3][CH:4]1[S:8][C:7]([C:9]2[NH:10][C:11]3[C:16]([CH:17]=2)=[CH:15][CH:14]=[CH:13][C:12]=3[N:18]([CH3:27])[S:19]([C:22]2[S:23][CH:24]=[CH:25][CH:26]=2)(=[O:21])=[O:20])=[N:6][CH2:5]1.C1(P(C2C=CC=CC=2)C2C=CC=CC=2)C=CC=CC=1.[N:47](C(OCC)=O)=NC(OCC)=O.C1(P(N=[N+]=[N-])(C2C=CC=CC=2)=O)C=CC=CC=1.C(=O)([O-])O.[Na+], predict the reaction product. The product is: [NH2:47][CH2:2][CH2:3][CH:4]1[S:8][C:7]([C:9]2[NH:10][C:11]3[C:16]([CH:17]=2)=[CH:15][CH:14]=[CH:13][C:12]=3[N:18]([CH3:27])[S:19]([C:22]2[S:23][CH:24]=[CH:25][CH:26]=2)(=[O:21])=[O:20])=[N:6][CH2:5]1.